From a dataset of Catalyst prediction with 721,799 reactions and 888 catalyst types from USPTO. Predict which catalyst facilitates the given reaction. (1) Reactant: [Br:1][C:2]1[CH:3]=[CH:4][C:5]2[S:9][C:8]([CH2:10][CH2:11][CH2:12]Br)=[C:7]([CH3:14])[C:6]=2[CH:15]=1.[SH:16][C:17]1[CH:22]=[CH:21][C:20]([O:23][CH2:24][C:25]([O:27][CH2:28][CH3:29])=[O:26])=[C:19]([CH3:30])[CH:18]=1.C(=O)([O-])[O-].[K+].[K+]. Product: [Br:1][C:2]1[CH:3]=[CH:4][C:5]2[S:9][C:8]([CH2:10][CH2:11][CH2:12][S:16][C:17]3[CH:22]=[CH:21][C:20]([O:23][CH2:24][C:25]([O:27][CH2:28][CH3:29])=[O:26])=[C:19]([CH3:30])[CH:18]=3)=[C:7]([CH3:14])[C:6]=2[CH:15]=1. The catalyst class is: 6. (2) Reactant: [C:1]1([C:9]2[CH:14]=[CH:13][CH:12]=[CH:11][CH:10]=2)[CH:6]=[CH:5][C:4]([NH2:7])=[C:3]([NH2:8])[CH:2]=1.CO.O.[N:18]#[C:19]Br. Product: [C:9]1([C:1]2[CH:6]=[CH:5][C:4]3[NH:7][C:19]([NH2:18])=[N:8][C:3]=3[CH:2]=2)[CH:14]=[CH:13][CH:12]=[CH:11][CH:10]=1. The catalyst class is: 1.